Dataset: Full USPTO retrosynthesis dataset with 1.9M reactions from patents (1976-2016). Task: Predict the reactants needed to synthesize the given product. (1) The reactants are: [N:1]1[CH:6]=[CH:5][C:4]([CH:7]=O)=[CH:3][CH:2]=1.Cl.[C:10]1([NH:16][NH2:17])[CH:15]=[CH:14][CH:13]=[CH:12][CH:11]=1.C(N(CC)CC)C. Given the product [C:10]1([NH:16][N:17]=[CH:7][C:4]2[CH:5]=[CH:6][N:1]=[CH:2][CH:3]=2)[CH:15]=[CH:14][CH:13]=[CH:12][CH:11]=1, predict the reactants needed to synthesize it. (2) Given the product [NH2:23][C:18]1[CH:19]=[CH:20][CH:21]=[C:22]2[C:17]=1[CH:16]=[CH:15][N:14]2[C:8]([C:5]1[CH:4]=[CH:3][C:2]([Cl:1])=[CH:7][CH:6]=1)([CH2:12][CH3:13])[CH2:9][C:10]#[N:11], predict the reactants needed to synthesize it. The reactants are: [Cl:1][C:2]1[CH:7]=[CH:6][C:5]([C:8]([N:14]2[C:22]3[C:17](=[C:18]([NH:23]C(=O)OC(C)(C)C)[CH:19]=[CH:20][CH:21]=3)[CH:16]=[CH:15]2)([CH2:12][CH3:13])[CH2:9][C:10]#[N:11])=[CH:4][CH:3]=1. (3) Given the product [NH2:11][C:6]1[CH:7]=[CH:8][CH:9]=[CH:10][C:5]=1[CH2:4][C:3]([N:2]([CH3:1])[CH3:15])=[O:14], predict the reactants needed to synthesize it. The reactants are: [CH3:1][N:2]([CH3:15])[C:3](=[O:14])[CH2:4][C:5]1[CH:10]=[CH:9][CH:8]=[CH:7][C:6]=1[N+:11]([O-])=O.[H][H]. (4) Given the product [CH2:20]([O:27][C:28]1[CH:37]=[C:36]([N:1]2[CH:5]=[CH:4][CH:3]=[N:2]2)[CH:35]=[CH:34][C:29]=1[C:30]([O:32][CH3:33])=[O:31])[C:21]1[CH:22]=[CH:23][CH:24]=[CH:25][CH:26]=1, predict the reactants needed to synthesize it. The reactants are: [NH:1]1[CH:5]=[CH:4][CH:3]=[N:2]1.N1CCC[C@@H]1C(O)=O.C(=O)([O-])[O-].[K+].[K+].[CH2:20]([O:27][C:28]1[CH:37]=[C:36](I)[CH:35]=[CH:34][C:29]=1[C:30]([O:32][CH3:33])=[O:31])[C:21]1[CH:26]=[CH:25][CH:24]=[CH:23][CH:22]=1. (5) Given the product [CH3:8][C@H:4]1[NH:3][C@@H:2]([CH3:1])[CH2:7][N:6]([CH2:10][C:11]2[CH:12]=[CH:13][C:14]([C:17]([OH:26])([C:18]([F:19])([F:20])[F:21])[C:22]([F:23])([F:24])[F:25])=[CH:15][CH:16]=2)[CH2:5]1, predict the reactants needed to synthesize it. The reactants are: [CH3:1][C@H:2]1[CH2:7][NH:6][CH2:5][C@@H:4]([CH3:8])[NH:3]1.Br[CH2:10][C:11]1[CH:16]=[CH:15][C:14]([C:17]([OH:26])([C:22]([F:25])([F:24])[F:23])[C:18]([F:21])([F:20])[F:19])=[CH:13][CH:12]=1.C(=O)([O-])[O-].[K+].[K+]. (6) Given the product [CH2:35]([O:37][C:38](=[O:49])[CH2:39][CH2:40][CH2:41][C:42]1[CH:47]=[CH:46][C:45]([C:21]2[CH:20]=[CH:19][C:18]([C:17]3[O:16][N:15]=[C:14]([CH3:33])[C:13]=3[NH:12][C:11]([O:10][CH:8]([C:3]3[CH:4]=[CH:5][CH:6]=[CH:7][C:2]=3[Cl:1])[CH3:9])=[O:34])=[CH:23][CH:22]=2)=[CH:44][CH:43]=1)[CH3:36], predict the reactants needed to synthesize it. The reactants are: [Cl:1][C:2]1[CH:7]=[CH:6][CH:5]=[CH:4][C:3]=1[CH:8]([O:10][C:11](=[O:34])[NH:12][C:13]1[C:14]([CH3:33])=[N:15][O:16][C:17]=1[C:18]1[CH:23]=[CH:22][C:21](B2OC(C)(C)C(C)(C)O2)=[CH:20][CH:19]=1)[CH3:9].[CH2:35]([O:37][C:38](=[O:49])[CH2:39][CH2:40][CH2:41][C:42]1[CH:47]=[CH:46][C:45](Br)=[CH:44][CH:43]=1)[CH3:36]. (7) Given the product [CH2:32]([O:34][C:35]1[CH:47]=[CH:46][CH:45]=[CH:44][C:36]=1[O:37][C@@H:38]1[CH2:43][CH2:42][CH2:41][N:40]([C:11]2[N:12]=[CH:13][C:14]([C:17]([OH:19])=[O:18])=[CH:15][N:16]=2)[CH2:39]1)[CH3:33], predict the reactants needed to synthesize it. The reactants are: C(N(CC)C(C)C)(C)C.Cl[C:11]1[N:16]=[CH:15][C:14]([C:17]([O:19]CC)=[O:18])=[CH:13][N:12]=1.C([C@H]([C@@H](C(O)=O)O)O)(O)=O.[CH2:32]([O:34][C:35]1[CH:47]=[CH:46][CH:45]=[CH:44][C:36]=1[O:37][C@@H:38]1[CH2:43][CH2:42][CH2:41][NH:40][CH2:39]1)[CH3:33]. (8) The reactants are: [CH:1]([C:3]1[S:7][C:6]([C:8]2[CH:16]=[CH:15][C:11]([C:12]([OH:14])=O)=[CH:10][CH:9]=2)=[CH:5][CH:4]=1)=[O:2].FC(F)(F)C(OC1C(F)=C(F)C(F)=C(F)C=1F)=O.[NH2:35][CH2:36][CH:37]([OH:39])[CH3:38].Cl. Given the product [CH:1]([C:3]1[S:7][C:6]([C:8]2[CH:9]=[CH:10][C:11]([C:12]([NH:35][CH2:36][CH:37]([OH:39])[CH3:38])=[O:14])=[CH:15][CH:16]=2)=[CH:5][CH:4]=1)=[O:2], predict the reactants needed to synthesize it. (9) Given the product [C:18]([N:22]1[C:26]([CH2:27][CH:28]([CH3:29])[CH3:30])=[CH:25][C:24]([CH2:31][NH:17][CH2:16][CH2:15][N:12]2[CH2:13][CH2:14][N:9]([C:3]3[CH:4]=[CH:5][C:6]([CH3:8])=[CH:7][C:2]=3[CH3:1])[CH2:10][CH2:11]2)=[N:23]1)([CH3:21])([CH3:20])[CH3:19], predict the reactants needed to synthesize it. The reactants are: [CH3:1][C:2]1[CH:7]=[C:6]([CH3:8])[CH:5]=[CH:4][C:3]=1[N:9]1[CH2:14][CH2:13][N:12]([CH2:15][CH2:16][NH2:17])[CH2:11][CH2:10]1.[C:18]([N:22]1[C:26]([CH2:27][CH:28]([CH3:30])[CH3:29])=[CH:25][C:24]([CH:31]=O)=[N:23]1)([CH3:21])([CH3:20])[CH3:19]. (10) The reactants are: CC(C)([O-])C.[Na+].[NH2:7][C:8]1[CH:13]=[C:12]([C:14]([F:17])([F:16])[F:15])[CH:11]=[CH:10][N:9]=1.Br[C:19]1[N:24]=[C:23]([C:25]2[S:29][C:28]([C:30]3([OH:41])[CH2:35][CH2:34][CH:33]([C:36]([O-:38])=O)[C:32]([CH3:40])([CH3:39])[CH2:31]3)=[N:27][CH:26]=2)[CH:22]=[C:21]([CH3:42])[CH:20]=1.N#N. Given the product [CH3:39][C:32]1([CH3:40])[CH2:31][C:30]2([C:28]3[S:29][C:25]([C:23]4[CH:22]=[C:21]([CH3:42])[CH:20]=[C:19]([NH:7][C:8]5[CH:13]=[C:12]([C:14]([F:15])([F:17])[F:16])[CH:11]=[CH:10][N:9]=5)[N:24]=4)=[CH:26][N:27]=3)[CH2:35][CH2:34][C@@H:33]1[C:36](=[O:38])[O:41]2, predict the reactants needed to synthesize it.